This data is from Reaction yield outcomes from USPTO patents with 853,638 reactions. The task is: Predict the reaction yield, written as a fraction of the theoretical maximum amount of product (1.0 means a 100% yield; for example, 0.34 means a 34% yield). (1) The reactants are F[P-](F)(F)(F)(F)F.N1(OC(N(C)C)=[N+](C)C)C2N=CC=CC=2N=N1.C(OC([NH:32][CH2:33][C:34]1([C:49]([OH:51])=O)[CH2:39][CH2:38][N:37]([C:40]2[C:41]3[CH:48]=[CH:47][NH:46][C:42]=3[N:43]=[CH:44][N:45]=2)[CH2:36][CH2:35]1)=O)(C)(C)C.C(N(CC)C(C)C)(C)C.[NH2:61][CH:62]([C:66]1[CH:71]=[CH:70][C:69]([Cl:72])=[CH:68][CH:67]=1)[CH2:63][CH2:64][OH:65].Cl. The catalyst is CN1C(=O)CCC1.O1CCOCC1. The product is [NH2:32][CH2:33][C:34]1([C:49]([NH:61][CH:62]([C:66]2[CH:67]=[CH:68][C:69]([Cl:72])=[CH:70][CH:71]=2)[CH2:63][CH2:64][OH:65])=[O:51])[CH2:39][CH2:38][N:37]([C:40]2[C:41]3[CH:48]=[CH:47][NH:46][C:42]=3[N:43]=[CH:44][N:45]=2)[CH2:36][CH2:35]1. The yield is 0.810. (2) The reactants are [O:1]1[C:5]2[CH:6]=[CH:7][C:8]([C:10]3([C:13]([NH:15][C:16]4[CH:21]=[C:20]([C:22]5[CH:27]=[CH:26][C:25]([C:28](=[O:32])[N:29]([CH3:31])[CH3:30])=[CH:24][CH:23]=5)[C:19]([C:33](O)=[O:34])=[CH:18][CH:17]=4)=[O:14])[CH2:12][CH2:11]3)=[CH:9][C:4]=2[O:3][CH2:2]1.CN.O1CCCC1.C[CH2:44][N:45](CC)CC.F[P-](F)(F)(F)(F)F.N1(OC(N(C)C)=[N+](C)C)C2N=CC=CC=2N=N1. The catalyst is CN(C=O)C. The product is [O:1]1[C:5]2[CH:6]=[CH:7][C:8]([C:10]3([C:13]([NH:15][C:16]4[CH:21]=[C:20]([C:22]5[CH:27]=[CH:26][C:25]([C:28]([N:29]([CH3:30])[CH3:31])=[O:32])=[CH:24][CH:23]=5)[C:19]([C:33]([NH:45][CH3:44])=[O:34])=[CH:18][CH:17]=4)=[O:14])[CH2:11][CH2:12]3)=[CH:9][C:4]=2[O:3][CH2:2]1. The yield is 0.100. (3) The reactants are [Br:1][C:2]1[CH:7]=[CH:6][C:5]([C:8](=[O:10])[CH3:9])=[CH:4][CH:3]=1.[CH3:11][N:12]([CH:14](OC)OC)[CH3:13]. No catalyst specified. The product is [Br:1][C:2]1[CH:7]=[CH:6][C:5]([C:8](=[O:10])/[CH:9]=[CH:11]/[N:12]([CH3:14])[CH3:13])=[CH:4][CH:3]=1. The yield is 0.610. (4) The reactants are [NH2:1][C:2]1[C:3]2[N:4]([C:8]([CH3:16])=[C:9]([C:11]([O:13][CH2:14][CH3:15])=[O:12])[N:10]=2)[CH:5]=[CH:6][CH:7]=1.[CH3:17][C:18]1[CH:25]=[CH:24][CH:23]=[C:22]([CH3:26])[C:19]=1[CH2:20]Cl.C(=O)([O-])[O-].[Na+].[Na+].[I-].[K+]. The catalyst is C(#N)C. The product is [CH3:17][C:18]1[CH:25]=[CH:24][CH:23]=[C:22]([CH3:26])[C:19]=1[CH2:20][NH:1][C:2]1[C:3]2[N:4]([C:8]([CH3:16])=[C:9]([C:11]([O:13][CH2:14][CH3:15])=[O:12])[N:10]=2)[CH:5]=[CH:6][CH:7]=1. The yield is 0.560. (5) The reactants are [CH3:1]C(C)([O-])C.[K+].O=[C:8]1[CH2:13][CH2:12][N:11]([C:14]([O:16][C:17]([CH3:20])([CH3:19])[CH3:18])=[O:15])[CH:10]([C:21]2[CH:26]=[CH:25][CH:24]=[CH:23][CH:22]=2)[CH2:9]1. The catalyst is [Br-].C[P+](C1C=CC=CC=1)(C1C=CC=CC=1)C1C=CC=CC=1.O1CCCC1. The product is [CH2:1]=[C:8]1[CH2:13][CH2:12][N:11]([C:14]([O:16][C:17]([CH3:20])([CH3:19])[CH3:18])=[O:15])[CH:10]([C:21]2[CH:26]=[CH:25][CH:24]=[CH:23][CH:22]=2)[CH2:9]1. The yield is 0.960. (6) The reactants are [Cl:1][C:2]1[N:10]=[CH:9][N:8]=[C:7]2[C:3]=1[N:4]=[CH:5][N:6]2[C@@H:11]1[O:21][C@H:20]2[C@@H:13]([O:14][Si](C(C)C)(C(C)C)O[Si](C(C)C)(C(C)C)[O:18][CH2:19]2)[C@@H:12]1[O:34][CH3:35]. The catalyst is C1COCC1.N1C=CC=CC=1.F.N1C=CC=CC=1.CCOC(C)=O. The product is [Cl:1][C:2]1[N:10]=[CH:9][N:8]=[C:7]2[C:3]=1[N:4]=[CH:5][N:6]2[C@@H:11]1[O:21][C@H:20]([CH2:19][OH:18])[C@@H:13]([OH:14])[C@@H:12]1[O:34][CH3:35]. The yield is 0.740. (7) The reactants are [NH2:1][C:2]1[CH:7]=[CH:6][C:5]([CH2:8][C:9]([O:11][C:12]([CH3:15])([CH3:14])[CH3:13])=[O:10])=[CH:4][C:3]=1[CH3:16].CCN(CC)CC.[F:24][C:25]1[CH:30]=[CH:29][CH:28]=[CH:27][C:26]=1[N:31]=[C:32]=[O:33]. The catalyst is C1COCC1. The product is [F:24][C:25]1[CH:30]=[CH:29][CH:28]=[CH:27][C:26]=1[NH:31][C:32](=[O:33])[NH:1][C:2]1[CH:7]=[CH:6][C:5]([CH2:8][C:9]([O:11][C:12]([CH3:13])([CH3:15])[CH3:14])=[O:10])=[CH:4][C:3]=1[CH3:16]. The yield is 0.740. (8) The reactants are [F:1][C:2]1[C:3]([NH:15][CH2:16][CH:17]2[CH2:21][CH2:20][CH2:19][N:18]2[C:22](=[O:26])[CH2:23][C:24]#[N:25])=[N:4][C:5]([NH:8][C:9]2[CH:14]=[CH:13][CH:12]=[CH:11][CH:10]=2)=[N:6][CH:7]=1.[CH:27]1([CH:30]=O)[CH2:29][CH2:28]1.C(O)(=O)C.N1CCCCC1. The catalyst is CCO. The product is [CH:27]1([CH:30]=[C:23]([C:22]([N:18]2[CH2:19][CH2:20][CH2:21][CH:17]2[CH2:16][NH:15][C:3]2[C:2]([F:1])=[CH:7][N:6]=[C:5]([NH:8][C:9]3[CH:14]=[CH:13][CH:12]=[CH:11][CH:10]=3)[N:4]=2)=[O:26])[C:24]#[N:25])[CH2:29][CH2:28]1. The yield is 0.270.